Dataset: Merck oncology drug combination screen with 23,052 pairs across 39 cell lines. Task: Regression. Given two drug SMILES strings and cell line genomic features, predict the synergy score measuring deviation from expected non-interaction effect. (1) Drug 1: O=c1[nH]cc(F)c(=O)[nH]1. Drug 2: O=C(O)C1(Cc2cccc(Nc3nccs3)n2)CCC(Oc2cccc(Cl)c2F)CC1. Cell line: ES2. Synergy scores: synergy=3.51. (2) Drug 1: CC(=O)OC1C(=O)C2(C)C(O)CC3OCC3(OC(C)=O)C2C(OC(=O)c2ccccc2)C2(O)CC(OC(=O)C(O)C(NC(=O)c3ccccc3)c3ccccc3)C(C)=C1C2(C)C. Drug 2: NC1(c2ccc(-c3nc4ccn5c(=O)[nH]nc5c4cc3-c3ccccc3)cc2)CCC1. Cell line: NCIH1650. Synergy scores: synergy=31.8. (3) Drug 1: NC(=O)c1cccc2cn(-c3ccc(C4CCCNC4)cc3)nc12. Drug 2: CC1(c2nc3c(C(N)=O)cccc3[nH]2)CCCN1. Cell line: OVCAR3. Synergy scores: synergy=10.0. (4) Drug 1: NC(=O)c1cccc2cn(-c3ccc(C4CCCNC4)cc3)nc12. Drug 2: Cc1nc(Nc2ncc(C(=O)Nc3c(C)cccc3Cl)s2)cc(N2CCN(CCO)CC2)n1. Cell line: A2058. Synergy scores: synergy=15.1. (5) Drug 1: CN1C(=O)C=CC2(C)C3CCC4(C)C(NC(=O)OCC(F)(F)F)CCC4C3CCC12. Drug 2: CCC1(O)C(=O)OCc2c1cc1n(c2=O)Cc2cc3c(CN(C)C)c(O)ccc3nc2-1. Cell line: A2058. Synergy scores: synergy=4.91. (6) Drug 1: O=P1(N(CCCl)CCCl)NCCCO1. Drug 2: COC1=C2CC(C)CC(OC)C(O)C(C)C=C(C)C(OC(N)=O)C(OC)C=CC=C(C)C(=O)NC(=CC1=O)C2=O. Cell line: VCAP. Synergy scores: synergy=5.30. (7) Drug 1: CC1(c2nc3c(C(N)=O)cccc3[nH]2)CCCN1. Drug 2: CCC1(O)C(=O)OCc2c1cc1n(c2=O)Cc2cc3c(CN(C)C)c(O)ccc3nc2-1. Cell line: SW620. Synergy scores: synergy=2.56.